This data is from Forward reaction prediction with 1.9M reactions from USPTO patents (1976-2016). The task is: Predict the product of the given reaction. (1) Given the reactants [Cl:1][C:2]1[CH:39]=[CH:38][C:5]2[N:6]([CH3:37])[C:7](=[O:36])[CH:8]([NH:17][C:18](=[O:35])[CH:19]([NH:24][S:25]([C:28]3[C:29]([CH3:34])=[N:30][O:31][C:32]=3[CH3:33])(=[O:27])=[O:26])[CH2:20]C(C)C)[N:9]=[C:10]([C:11]3[CH:16]=[CH:15][CH:14]=[CH:13][CH:12]=3)[C:4]=2[CH:3]=1.C(N[C@H](C(O)=O)C)(OC(C)(C)C)=O, predict the reaction product. The product is: [Cl:1][C:2]1[CH:39]=[CH:38][C:5]2[N:6]([CH3:37])[C:7](=[O:36])[CH:8]([NH:17][C:18](=[O:35])[CH:19]([NH:24][S:25]([C:28]3[C:29]([CH3:34])=[N:30][O:31][C:32]=3[CH3:33])(=[O:27])=[O:26])[CH3:20])[N:9]=[C:10]([C:11]3[CH:16]=[CH:15][CH:14]=[CH:13][CH:12]=3)[C:4]=2[CH:3]=1. (2) Given the reactants [CH3:1][N:2]1[C:10]2[C:5](=[CH:6][CH:7]=[CH:8][CH:9]=2)[C:4]([C:11]2[CH:16]=[CH:15][C:14]([N+:17]([O-])=O)=[CH:13][CH:12]=2)=[C:3]1[C:20]([NH2:22])=[O:21], predict the reaction product. The product is: [CH3:1][N:2]1[C:10]2[C:5](=[CH:6][CH:7]=[CH:8][CH:9]=2)[C:4]([C:11]2[CH:16]=[CH:15][C:14]([NH2:17])=[CH:13][CH:12]=2)=[C:3]1[C:20]([NH2:22])=[O:21]. (3) Given the reactants Br[C:2]1[C:7]2[CH2:8][C:9]3[CH:16]=[CH:15][CH:14]=[CH:13][C:10]=3[NH:11][CH2:12][C:6]=2[CH:5]=[CH:4][CH:3]=1.[C:17]([O-:20])(=[O:19])C.[K+].[CH3:22]O, predict the reaction product. The product is: [CH3:22][O:20][C:17]([C:2]1[C:7]2[CH2:8][C:9]3[CH:16]=[CH:15][CH:14]=[CH:13][C:10]=3[NH:11][CH2:12][C:6]=2[CH:5]=[CH:4][CH:3]=1)=[O:19]. (4) Given the reactants [Cl:1][C:2]1[CH:34]=[C:33]([C:35]([NH:37][CH2:38][C:39]2[CH:44]=[CH:43][CH:42]=[C:41]([OH:45])[CH:40]=2)=[O:36])[CH:32]=[CH:31][C:3]=1[C:4]([NH:6][C@H:7]([C:27]([O:29][CH3:30])=[O:28])[CH2:8][NH:9]C(OCC1C2C=CC=CC=2C2C1=CC=CC=2)=O)=[O:5].N1CCCCC1, predict the reaction product. The product is: [NH2:9][CH2:8][C@@H:7]([C:27]([O:29][CH3:30])=[O:28])[NH:6][C:4](=[O:5])[C:3]1[CH:31]=[CH:32][C:33]([C:35]([NH:37][CH2:38][C:39]2[CH:44]=[CH:43][CH:42]=[C:41]([OH:45])[CH:40]=2)=[O:36])=[CH:34][C:2]=1[Cl:1]. (5) Given the reactants O=[CH:2][C:3]([O:5][CH2:6][CH3:7])=[O:4].[CH3:8][C:9]1[CH:18]=[CH:17][C:12]([C:13]([O:15][CH3:16])=[O:14])=[CH:11][N:10]=1, predict the reaction product. The product is: [CH2:6]([O:5][C:3](=[O:4])/[CH:2]=[CH:8]/[C:9]1[CH:18]=[CH:17][C:12]([C:13]([O:15][CH3:16])=[O:14])=[CH:11][N:10]=1)[CH3:7]. (6) Given the reactants C([O:8][C:9]1[C:14](=[O:15])[N:13]2[CH:16]=[CH:17][N:18]([CH2:19][C:20](=[O:27])[N:21]3[CH2:26][CH2:25][CH2:24][CH2:23][CH2:22]3)[C:12]2=[N:11][C:10]=1[C:28]1[O:29][C:30]([CH2:33][C:34]2[CH:39]=[CH:38][C:37]([F:40])=[CH:36][CH:35]=2)=[CH:31][N:32]=1)C1C=CC=CC=1.[Si](I)(C)(C)C.CO.[O-]S([O-])(=S)=O.[Na+].[Na+], predict the reaction product. The product is: [F:40][C:37]1[CH:36]=[CH:35][C:34]([CH2:33][C:30]2[O:29][C:28]([C:10]3[N:11]=[C:12]4[N:18]([CH2:19][C:20](=[O:27])[N:21]5[CH2:26][CH2:25][CH2:24][CH2:23][CH2:22]5)[CH:17]=[CH:16][N:13]4[C:14](=[O:15])[C:9]=3[OH:8])=[N:32][CH:31]=2)=[CH:39][CH:38]=1. (7) Given the reactants [Br:1][C:2]1[CH:3]=[C:4]2[C:9](=[N:10][C:11]=1[N:12]1[CH2:16][CH2:15][CH2:14][CH2:13]1)[N:8](C(C)(C)C)[CH:7]=[C:6]([C:21]([O:23]CC)=[O:22])[C:5]2=[O:26].Cl.C(O)C, predict the reaction product. The product is: [Br:1][C:2]1[CH:3]=[C:4]2[C:9](=[N:10][C:11]=1[N:12]1[CH2:16][CH2:15][CH2:14][CH2:13]1)[NH:8][CH:7]=[C:6]([C:21]([OH:23])=[O:22])[C:5]2=[O:26].